Dataset: Catalyst prediction with 721,799 reactions and 888 catalyst types from USPTO. Task: Predict which catalyst facilitates the given reaction. (1) Reactant: [Si:1]([O:8][CH2:9][C:10]1[CH:20]=[N:19][C:18]2[C:17]3[S:21][C:22](Br)=[CH:23][C:16]=3[CH2:15][CH2:14][O:13][C:12]=2[CH:11]=1)([C:4]([CH3:7])([CH3:6])[CH3:5])([CH3:3])[CH3:2].O1CCCC1.C([Li])C[CH2:32][CH3:33].Cl[C:36]([O:38]CC)=[O:37]. Product: [Si:1]([O:8][CH2:9][C:10]1[C:20]([C:36]([OH:38])=[O:37])=[N:19][C:18]2[C:17]3[S:21][C:22]([CH2:32][CH3:33])=[CH:23][C:16]=3[CH2:15][CH2:14][O:13][C:12]=2[CH:11]=1)([C:4]([CH3:7])([CH3:6])[CH3:5])([CH3:3])[CH3:2]. The catalyst class is: 81. (2) Reactant: [CH2:1]([O:8][C:9]1[C:14]([C:15]#[N:16])=[C:13]([NH:17][NH2:18])[N:12]=[CH:11][CH:10]=1)[C:2]1[CH:7]=[CH:6][CH:5]=[CH:4][CH:3]=1.C(N(CC)CC)C.[CH:26]1([CH2:29][C:30](Cl)=[O:31])[CH2:28][CH2:27]1. Product: [CH2:1]([O:8][C:9]1[CH:10]=[CH:11][N:12]=[C:13]([NH:17][NH:18][C:30](=[O:31])[CH2:29][CH:26]2[CH2:28][CH2:27]2)[C:14]=1[C:15]#[N:16])[C:2]1[CH:3]=[CH:4][CH:5]=[CH:6][CH:7]=1. The catalyst class is: 2. (3) Reactant: [C:1](Cl)(=[O:5])[CH2:2][CH2:3][CH3:4].[CH3:7][NH:8][O:9][CH3:10].N1C=CC=CC=1.Cl. Product: [CH3:7][N:8]([O:9][CH3:10])[C:1](=[O:5])[CH2:2][CH2:3][CH3:4]. The catalyst class is: 2. (4) Reactant: [F:1][C:2]([F:43])([F:42])[C:3]1[CH:4]=[C:5]([CH:35]=[C:36]([C:38]([F:41])([F:40])[F:39])[CH:37]=1)[CH2:6][N:7]([CH2:13][C:14]1[CH:19]=[C:18]([C:20]([F:23])([F:22])[F:21])[CH:17]=[CH:16][C:15]=1[C:24]1[CH:29]=[C:28]([CH:30]([CH3:32])[CH3:31])[CH:27]=[CH:26][C:25]=1[O:33][CH3:34])[C:8]1[N:9]=[N:10][NH:11][N:12]=1.C1(P(C2C=CC=CC=2)C2C=CC=CC=2)C=CC=CC=1.[CH3:63][S:64][CH2:65][CH2:66]O.N(C(OCC)=O)=NC(OCC)=O.C1(C)C=CC=CC=1. Product: [F:41][C:38]([F:39])([F:40])[C:36]1[CH:35]=[C:5]([CH:4]=[C:3]([C:2]([F:1])([F:42])[F:43])[CH:37]=1)[CH2:6][N:7]([CH2:13][C:14]1[CH:19]=[C:18]([C:20]([F:21])([F:22])[F:23])[CH:17]=[CH:16][C:15]=1[C:24]1[CH:29]=[C:28]([CH:30]([CH3:31])[CH3:32])[CH:27]=[CH:26][C:25]=1[O:33][CH3:34])[C:8]1[N:9]=[N:10][N:11]([CH2:66][CH2:65][S:64][CH3:63])[N:12]=1. The catalyst class is: 30.